Dataset: Peptide-MHC class II binding affinity with 134,281 pairs from IEDB. Task: Regression. Given a peptide amino acid sequence and an MHC pseudo amino acid sequence, predict their binding affinity value. This is MHC class II binding data. (1) The peptide sequence is AFILDSDNLFPKV. The MHC is HLA-DQA10501-DQB10201 with pseudo-sequence HLA-DQA10501-DQB10201. The binding affinity (normalized) is 0.699. (2) The peptide sequence is RLVEDFSEVVTGSMR. The MHC is DRB1_0101 with pseudo-sequence DRB1_0101. The binding affinity (normalized) is 0.378.